Dataset: NCI-60 drug combinations with 297,098 pairs across 59 cell lines. Task: Regression. Given two drug SMILES strings and cell line genomic features, predict the synergy score measuring deviation from expected non-interaction effect. (1) Drug 1: CC12CCC3C(C1CCC2OP(=O)(O)O)CCC4=C3C=CC(=C4)OC(=O)N(CCCl)CCCl.[Na+]. Drug 2: CC1C(C(CC(O1)OC2CC(CC3=C2C(=C4C(=C3O)C(=O)C5=C(C4=O)C(=CC=C5)OC)O)(C(=O)CO)O)N)O.Cl. Cell line: NCI-H522. Synergy scores: CSS=50.7, Synergy_ZIP=1.44, Synergy_Bliss=1.61, Synergy_Loewe=-19.4, Synergy_HSA=3.91. (2) Synergy scores: CSS=1.17, Synergy_ZIP=-1.73, Synergy_Bliss=-4.86, Synergy_Loewe=-0.729, Synergy_HSA=-4.59. Drug 2: CNC(=O)C1=NC=CC(=C1)OC2=CC=C(C=C2)NC(=O)NC3=CC(=C(C=C3)Cl)C(F)(F)F. Drug 1: CC1C(C(=O)NC(C(=O)N2CCCC2C(=O)N(CC(=O)N(C(C(=O)O1)C(C)C)C)C)C(C)C)NC(=O)C3=C4C(=C(C=C3)C)OC5=C(C(=O)C(=C(C5=N4)C(=O)NC6C(OC(=O)C(N(C(=O)CN(C(=O)C7CCCN7C(=O)C(NC6=O)C(C)C)C)C)C(C)C)C)N)C. Cell line: NCI/ADR-RES. (3) Drug 1: C1=CN(C(=O)N=C1N)C2C(C(C(O2)CO)O)O.Cl. Drug 2: C#CCC(CC1=CN=C2C(=N1)C(=NC(=N2)N)N)C3=CC=C(C=C3)C(=O)NC(CCC(=O)O)C(=O)O. Cell line: HCC-2998. Synergy scores: CSS=56.0, Synergy_ZIP=-11.9, Synergy_Bliss=-10.7, Synergy_Loewe=-2.37, Synergy_HSA=-1.44. (4) Drug 1: CC1OCC2C(O1)C(C(C(O2)OC3C4COC(=O)C4C(C5=CC6=C(C=C35)OCO6)C7=CC(=C(C(=C7)OC)O)OC)O)O. Synergy scores: CSS=13.5, Synergy_ZIP=0.600, Synergy_Bliss=7.40, Synergy_Loewe=6.38, Synergy_HSA=6.84. Cell line: SK-MEL-28. Drug 2: CC1C(C(CC(O1)OC2CC(OC(C2O)C)OC3=CC4=CC5=C(C(=O)C(C(C5)C(C(=O)C(C(C)O)O)OC)OC6CC(C(C(O6)C)O)OC7CC(C(C(O7)C)O)OC8CC(C(C(O8)C)O)(C)O)C(=C4C(=C3C)O)O)O)O. (5) Drug 1: CN1C2=C(C=C(C=C2)N(CCCl)CCCl)N=C1CCCC(=O)O.Cl. Drug 2: C(CCl)NC(=O)N(CCCl)N=O. Cell line: OVCAR-5. Synergy scores: CSS=1.46, Synergy_ZIP=0.719, Synergy_Bliss=2.35, Synergy_Loewe=0.112, Synergy_HSA=0.678. (6) Drug 1: COC1=CC(=CC(=C1O)OC)C2C3C(COC3=O)C(C4=CC5=C(C=C24)OCO5)OC6C(C(C7C(O6)COC(O7)C8=CC=CS8)O)O. Drug 2: C1=NC2=C(N1)C(=S)N=C(N2)N. Cell line: UACC-257. Synergy scores: CSS=24.9, Synergy_ZIP=-9.74, Synergy_Bliss=-2.79, Synergy_Loewe=-5.75, Synergy_HSA=-1.15. (7) Drug 1: CN(C)C1=NC(=NC(=N1)N(C)C)N(C)C. Drug 2: CC(C)NC(=O)C1=CC=C(C=C1)CNNC.Cl. Cell line: SNB-19. Synergy scores: CSS=-1.98, Synergy_ZIP=0.716, Synergy_Bliss=3.36, Synergy_Loewe=0.951, Synergy_HSA=1.12. (8) Cell line: PC-3. Synergy scores: CSS=35.8, Synergy_ZIP=-0.493, Synergy_Bliss=2.42, Synergy_Loewe=6.55, Synergy_HSA=8.23. Drug 2: CC1=C(C(=CC=C1)Cl)NC(=O)C2=CN=C(S2)NC3=CC(=NC(=N3)C)N4CCN(CC4)CCO. Drug 1: C1CCC(CC1)NC(=O)N(CCCl)N=O. (9) Drug 1: CC(C)(C#N)C1=CC(=CC(=C1)CN2C=NC=N2)C(C)(C)C#N. Drug 2: CC1=C(C(=O)C2=C(C1=O)N3CC4C(C3(C2COC(=O)N)OC)N4)N. Cell line: SF-268. Synergy scores: CSS=13.1, Synergy_ZIP=-3.04, Synergy_Bliss=2.71, Synergy_Loewe=-0.837, Synergy_HSA=-1.41.